Predict which catalyst facilitates the given reaction. From a dataset of Catalyst prediction with 721,799 reactions and 888 catalyst types from USPTO. (1) Reactant: [Br:1][C:2]1[CH:7]=[CH:6][C:5]([I:8])=[CH:4][C:3]=1[C:9]([C:11]1[CH:20]=[CH:19][C:14]2[O:15][CH2:16][CH2:17][O:18][C:13]=2[CH:12]=1)=O.C([SiH](CC)CC)C.B(F)(F)F.CCOCC. Product: [Br:1][C:2]1[CH:7]=[CH:6][C:5]([I:8])=[CH:4][C:3]=1[CH2:9][C:11]1[CH:20]=[CH:19][C:14]2[O:15][CH2:16][CH2:17][O:18][C:13]=2[CH:12]=1. The catalyst class is: 10. (2) Reactant: [C:1]1([C:11](Cl)=[O:12])[C:10]2[C:5](=[CH:6][CH:7]=[CH:8][CH:9]=2)[CH:4]=[CH:3][CH:2]=1.[Cl-].[Al+3].[Cl-].[Cl-].Cl. Product: [C:1]1([C:11]([C:1]2[CH:10]=[CH:5][CH:4]=[CH:3][CH:2]=2)=[O:12])[C:10]2[C:5](=[CH:6][CH:7]=[CH:8][CH:9]=2)[CH:4]=[CH:3][CH:2]=1. The catalyst class is: 48. (3) Reactant: [CH3:1][O:2][P:3]([CH2:7][CH2:8][C@@H:9]1[C@@H:13]([O:14][CH3:15])[C@@H:12]([O:16][Si](C(C)(C)C)(C)C)[C@H:11]([N:24]2[CH:32]=[N:31][C:30]3[C:25]2=[N:26][CH:27]=[N:28][C:29]=3[NH:33][C:34](=[O:41])[C:35]2[CH:40]=[CH:39][CH:38]=[CH:37][CH:36]=2)[O:10]1)(=[O:6])[O:4][CH3:5].CCCC[N+](CCCC)(CCCC)CCCC.[F-]. The catalyst class is: 1. Product: [CH3:5][O:4][P:3]([CH2:7][CH2:8][C@@H:9]1[C@@H:13]([O:14][CH3:15])[C@@H:12]([OH:16])[C@H:11]([N:24]2[CH:32]=[N:31][C:30]3[C:25]2=[N:26][CH:27]=[N:28][C:29]=3[NH:33][C:34](=[O:41])[C:35]2[CH:36]=[CH:37][CH:38]=[CH:39][CH:40]=2)[O:10]1)(=[O:6])[O:2][CH3:1].